From a dataset of Full USPTO retrosynthesis dataset with 1.9M reactions from patents (1976-2016). Predict the reactants needed to synthesize the given product. (1) Given the product [C:14]([NH2:1])(=[NH:15])[C:13]1[CH:16]=[CH:17][CH:10]=[N:11][CH:12]=1, predict the reactants needed to synthesize it. The reactants are: [NH2:1]C1C=CC=CN=1.CO[C:10]1[CH:17]=[CH:16][C:13]([C:14]#[N:15])=[CH:12][N:11]=1. (2) Given the product [C:37]([O:36][C:34]([NH:33][C@H:23]1[C@@H:24]([N:28]2[CH:32]=[CH:31][N:30]=[N:29]2)[C@@H:25]([CH3:27])[CH2:26][N:21]([C:20]2[CH:19]=[CH:18][N:17]=[CH:16][C:15]=2[NH:14][C:12]([C:8]2[C:7]([NH:41][C:42](=[O:51])[O:43][CH2:44][C:45]3[CH:50]=[CH:49][CH:48]=[CH:47][CH:46]=3)=[CH:6][C:5]3[C:10](=[CH:11][C:2]([C:70]4[CH2:71][CH2:72][N:67]([CH3:66])[CH2:68][CH:69]=4)=[CH:3][CH:4]=3)[N:9]=2)=[O:13])[CH2:22]1)=[O:35])([CH3:38])([CH3:39])[CH3:40], predict the reactants needed to synthesize it. The reactants are: Br[C:2]1[CH:11]=[C:10]2[C:5]([CH:6]=[C:7]([NH:41][C:42](=[O:51])[O:43][CH2:44][C:45]3[CH:50]=[CH:49][CH:48]=[CH:47][CH:46]=3)[C:8]([C:12]([NH:14][C:15]3[CH:16]=[N:17][CH:18]=[CH:19][C:20]=3[N:21]3[CH2:26][C@H:25]([CH3:27])[C@H:24]([N:28]4[CH:32]=[CH:31][N:30]=[N:29]4)[C@H:23]([NH:33][C:34]([O:36][C:37]([CH3:40])([CH3:39])[CH3:38])=[O:35])[CH2:22]3)=[O:13])=[N:9]2)=[CH:4][CH:3]=1.[O-]P([O-])([O-])=O.[K+].[K+].[K+].O1CCOCC1.[CH3:66][N:67]1[CH2:72][CH:71]=[C:70](B2OC(C)(C)C(C)(C)O2)[CH2:69][CH2:68]1. (3) Given the product [F:10][C:11]1[S:15][C:14]2[C:16]3([O:29][CH2:30][CH2:31][C:13]=2[CH:12]=1)[CH2:21][CH2:20][N:19]([CH2:22][C:23]1[C:24]([CH3:28])=[N:25][N:26]([C:2]2[C:7]([CH:8]=[O:9])=[CH:6][CH:5]=[CH:4][N:3]=2)[CH:27]=1)[CH2:18][CH2:17]3, predict the reactants needed to synthesize it. The reactants are: Br[C:2]1[C:7]([CH:8]=[O:9])=[CH:6][CH:5]=[CH:4][N:3]=1.[F:10][C:11]1[S:15][C:14]2[C:16]3([O:29][CH2:30][CH2:31][C:13]=2[CH:12]=1)[CH2:21][CH2:20][N:19]([CH2:22][C:23]1[C:24]([CH3:28])=[N:25][NH:26][CH:27]=1)[CH2:18][CH2:17]3. (4) Given the product [F:1][C:2]([F:7])([F:6])[C:3]([OH:5])=[O:4].[F:8][C:9]([F:14])([F:13])[C:10]([OH:12])=[O:11].[Cl:22][C:23]1[CH:24]=[N:25][C:26]2[NH:27][C:28]3[CH:29]=[N:30][CH:31]=[C:32]([CH:54]=3)[CH2:33][CH2:34][C:35]3[CH:43]=[C:39]([NH:40][C:41]=1[N:42]=2)[CH:38]=[CH:37][C:36]=3[NH:44][C:45](=[O:53])[CH2:46][CH:47]1[CH2:52][CH2:51][N:50]([C:60]([C:58]2[N:57]=[N:56][NH:55][CH:59]=2)=[O:61])[CH2:49][CH2:48]1, predict the reactants needed to synthesize it. The reactants are: [F:1][C:2]([F:7])([F:6])[C:3]([OH:5])=[O:4].[F:8][C:9]([F:14])([F:13])[C:10]([OH:12])=[O:11].FC(F)(F)C(O)=O.[Cl:22][C:23]1[CH:24]=[N:25][C:26]2[NH:27][C:28]3[CH:29]=[N:30][CH:31]=[C:32]([CH:54]=3)[CH2:33][CH2:34][C:35]3[CH:43]=[C:39]([NH:40][C:41]=1[N:42]=2)[CH:38]=[CH:37][C:36]=3[NH:44][C:45](=[O:53])[CH2:46][CH:47]1[CH2:52][CH2:51][NH:50][CH2:49][CH2:48]1.[N:55]1[NH:56][N:57]=[C:58]([C:60](O)=[O:61])[CH:59]=1. (5) Given the product [Cl:1][C:2]1[CH:3]=[C:4]([F:12])[C:5]([NH:13][C:44]([NH:17][C:18]2[CH:23]=[CH:22][C:21]([C:24]3[CH:32]=[CH:31][C:30]([C:33]4[NH:34][C:35]([CH3:38])=[CH:36][N:37]=4)=[C:29]4[C:25]=3[CH2:26][NH:27][C:28]4=[O:39])=[C:20]([F:40])[CH:19]=2)=[O:43])=[C:9]([F:11])[CH:10]=1, predict the reactants needed to synthesize it. The reactants are: [Cl:1][C:2]1[CH:10]=[C:9]([F:11])[C:5](C(O)=O)=[C:4]([F:12])[CH:3]=1.[N-:13]=[N+]=[N-].[Na+].[NH2:17][C:18]1[CH:23]=[CH:22][C:21]([C:24]2[CH:32]=[CH:31][C:30]([C:33]3[NH:34][C:35]([CH3:38])=[CH:36][N:37]=3)=[C:29]3[C:25]=2[CH2:26][NH:27][C:28]3=[O:39])=[C:20]([F:40])[CH:19]=1.C([O:43][CH2:44]C)C. (6) Given the product [C:13]([O:12][C:11]([NH:10][CH2:9][CH:8]1[CH:5]2[CH2:6][CH2:7][CH:1]1[CH2:2][N:3]([C:33]([O:32][CH2:25][C:26]1[CH:31]=[CH:30][CH:29]=[CH:28][CH:27]=1)=[O:34])[CH2:4]2)=[O:17])([CH3:14])([CH3:16])[CH3:15], predict the reactants needed to synthesize it. The reactants are: [CH:1]12[CH:8]([CH2:9][NH:10][C:11](=[O:17])[O:12][C:13]([CH3:16])([CH3:15])[CH3:14])[CH:5]([CH2:6][CH2:7]1)[CH2:4][NH:3][CH2:2]2.C(N(CC)CC)C.[CH2:25]([O:32][C:33](Cl)=[O:34])[C:26]1[CH:31]=[CH:30][CH:29]=[CH:28][CH:27]=1. (7) Given the product [Cl:13][C:14]1[C:15]([CH2:24][N:8]2[C:9]3[C:5](=[CH:4][C:3]([O:2][CH3:1])=[CH:11][CH:10]=3)[CH:6]=[C:7]2[CH3:12])=[N:16][CH:17]=[C:18]([C:20]([F:22])([F:21])[F:23])[CH:19]=1, predict the reactants needed to synthesize it. The reactants are: [CH3:1][O:2][C:3]1[CH:4]=[C:5]2[C:9](=[CH:10][CH:11]=1)[NH:8][C:7]([CH3:12])=[CH:6]2.[Cl:13][C:14]1[C:15]([CH2:24]Cl)=[N:16][CH:17]=[C:18]([C:20]([F:23])([F:22])[F:21])[CH:19]=1.C(=O)([O-])[O-].[K+].[K+]. (8) Given the product [CH:7]([CH:8]([CH2:9][CH2:10][CH2:11][CH2:12][CH3:13])[CH2:17][CH2:16][C:15]([O:19][CH3:20])=[O:18])=[O:14], predict the reactants needed to synthesize it. The reactants are: N1CCOCC1.[CH:7](=[O:14])[CH2:8][CH2:9][CH2:10][CH2:11][CH2:12][CH3:13].[C:15]([O:19][CH3:20])(=[O:18])[CH:16]=[CH2:17].O.O.O.C([O-])(=O)C.[Na+]. (9) Given the product [C:1]([C:4]1[C:5]([I:21])=[N:6][N:7]2[CH2:12][CH:11]([CH3:13])[N:10]([C:14]([O:16][CH2:17][CH2:20][CH2:23][CH3:28])=[O:15])[CH2:9][C:8]=12)(=[O:3])[NH2:2], predict the reactants needed to synthesize it. The reactants are: [C:1]([C:4]1[C:5]([I:21])=[N:6][N:7]2[CH2:12][CH:11]([CH3:13])[N:10]([C:14]([O:16][C:17]([CH3:20])(C)C)=[O:15])[CH2:9][C:8]=12)(=[O:3])[NH2:2].Cl[C:23]1C=C(B(O)O)C=C[C:28]=1F.[O-]P([O-])([O-])=O.[K+].[K+].[K+].